From a dataset of Full USPTO retrosynthesis dataset with 1.9M reactions from patents (1976-2016). Predict the reactants needed to synthesize the given product. (1) Given the product [CH3:19][O:18][C:17]1[CH:16]=[C:15]([CH:24]=[CH:23][C:20]=1[O:21][CH3:22])[CH:14]=[N:5][CH2:4][CH:3]([O:6][CH3:7])[O:2][CH3:1], predict the reactants needed to synthesize it. The reactants are: [CH3:1][O:2][CH:3]([O:6][CH3:7])[CH2:4][NH2:5].[O-]S([O-])(=O)=O.[Mg+2].[CH:14](=O)[C:15]1[CH:24]=[CH:23][C:20]([O:21][CH3:22])=[C:17]([O:18][CH3:19])[CH:16]=1. (2) Given the product [C:21]([O:20][C:18]([N:15]1[CH2:16][CH2:17][CH:12]([N:10]2[CH:11]=[C:7]([C:5]([OH:6])=[O:4])[NH:8][C:9]2=[O:25])[CH2:13][CH2:14]1)=[O:19])([CH3:24])([CH3:22])[CH3:23], predict the reactants needed to synthesize it. The reactants are: [OH-].[Li+].C[O:4][C:5]([C:7]1[NH:8][C:9](=[O:25])[N:10]([CH:12]2[CH2:17][CH2:16][N:15]([C:18]([O:20][C:21]([CH3:24])([CH3:23])[CH3:22])=[O:19])[CH2:14][CH2:13]2)[CH:11]=1)=[O:6]. (3) Given the product [Br:17][C:18]1[CH:24]=[CH:23][C:21]([NH:22][C:7]2[CH2:6][C:5]([C:3]([O:2][CH3:1])=[O:4])=[C:11]([NH:22][C:21]3[CH:23]=[CH:24][C:18]([Br:17])=[CH:19][CH:20]=3)[CH2:10][C:9]=2[C:13]([O:15][CH3:16])=[O:14])=[CH:20][CH:19]=1, predict the reactants needed to synthesize it. The reactants are: [CH3:1][O:2][C:3]([CH:5]1[C:11](=O)[CH2:10][CH:9]([C:13]([O:15][CH3:16])=[O:14])[C:7](=O)[CH2:6]1)=[O:4].[Br:17][C:18]1[CH:24]=[CH:23][C:21]([NH2:22])=[CH:20][CH:19]=1.Cl. (4) Given the product [NH2:1][C:2]1[C:10]2[C:5](=[CH:6][CH:7]=[CH:8][CH:9]=2)[C:4]([C:18]2[CH:23]=[CH:22][C:21]([O:24][S:25]([CH3:28])(=[O:27])=[O:26])=[CH:20][CH:19]=2)([C:11]2[CH:16]=[CH:15][CH:14]=[C:13]([C:39]3[CH:38]=[N:37][CH:42]=[CH:41][CH:40]=3)[CH:12]=2)[N:3]=1, predict the reactants needed to synthesize it. The reactants are: [NH2:1][C:2]1[C:10]2[C:5](=[CH:6][CH:7]=[CH:8][CH:9]=2)[C:4]([C:18]2[CH:23]=[CH:22][C:21]([O:24][S:25]([CH3:28])(=[O:27])=[O:26])=[CH:20][CH:19]=2)([C:11]2[CH:16]=[CH:15][CH:14]=[C:13](Br)[CH:12]=2)[N:3]=1.P([O-])([O-])([O-])=O.[K+].[K+].[K+].[N:37]1[CH:42]=[CH:41][CH:40]=[C:39](B(O)O)[CH:38]=1.[Al]. (5) Given the product [CH3:1][O:2][C:3](=[O:45])[C@@H:4]([NH2:25])[C@H:5]([NH:7][C:8]([O:10][CH2:11][CH:12]1[C:13]2[C:18](=[CH:17][CH:16]=[CH:15][CH:14]=2)[C:19]2[C:24]1=[CH:23][CH:22]=[CH:21][CH:20]=2)=[O:9])[CH3:6], predict the reactants needed to synthesize it. The reactants are: [CH3:1][O:2][C:3](=[O:45])[C@@H:4]([NH:25]C(C1C=CC=CC=1)(C1C=CC=CC=1)C1C=CC=CC=1)[C@H:5]([NH:7][C:8]([O:10][CH2:11][CH:12]1[C:24]2[C:19](=[CH:20][CH:21]=[CH:22][CH:23]=2)[C:18]2[C:13]1=[CH:14][CH:15]=[CH:16][CH:17]=2)=[O:9])[CH3:6].Cl.CCOCC.CCOCC. (6) Given the product [CH3:26][N:27]([C:28]1[CH:33]=[C:32]([CH3:34])[CH:31]=[CH:30][N:29]=1)[C:8]([C:5]1[C:4]([NH:11][S:12]([C:15]2[CH:20]=[CH:19][C:18]([Cl:21])=[C:17]([C:22]([F:25])([F:23])[F:24])[CH:16]=2)(=[O:13])=[O:14])=[CH:3][C:2]([Cl:1])=[CH:7][N:6]=1)=[O:9], predict the reactants needed to synthesize it. The reactants are: [Cl:1][C:2]1[CH:3]=[C:4]([NH:11][S:12]([C:15]2[CH:20]=[CH:19][C:18]([Cl:21])=[C:17]([C:22]([F:25])([F:24])[F:23])[CH:16]=2)(=[O:14])=[O:13])[C:5]([C:8](O)=[O:9])=[N:6][CH:7]=1.[CH3:26][NH:27][C:28]1[CH:33]=[C:32]([CH3:34])[CH:31]=[CH:30][N:29]=1.F[P-](F)(F)(F)(F)F.N1(O[P+](N(C)C)(N(C)C)N(C)C)C2C=CC=CC=2N=N1.CCN(C(C)C)C(C)C.